From a dataset of Catalyst prediction with 721,799 reactions and 888 catalyst types from USPTO. Predict which catalyst facilitates the given reaction. (1) Product: [C:3]([C:6]1[CH:18]=[CH:17][C:16]2[N:15]([CH2:27][CH2:26][Br:25])[C:14]3[CH:13]=[CH:12][C:11]4[C:19](=[O:22])[CH2:20][CH2:21][C:10]=4[C:9]=3[C:8]=2[CH:7]=1)(=[O:5])[CH3:4]. The catalyst class is: 3. Reactant: [H-].[Na+].[C:3]([C:6]1[CH:18]=[CH:17][C:16]2[NH:15][C:14]3[CH:13]=[CH:12][C:11]4[C:19](=[O:22])[CH2:20][CH2:21][C:10]=4[C:9]=3[C:8]=2[CH:7]=1)(=[O:5])[CH3:4].[H][H].[Br:25][CH2:26][CH2:27]Br. (2) Reactant: [O:1]1[CH2:6][CH2:5][CH2:4][CH2:3][CH:2]1[O:7][CH2:8][CH2:9][OH:10].C1C=CC(P(C2C=CC=CC=2)C2C=CC=CC=2)=CC=1.CC(OC(/N=N/C(OC(C)C)=O)=O)C.[CH2:44]([O:46][C:47]([C:49]1[N:50]=[C:51]2[CH:56]=[CH:55][C:54](O)=[CH:53][N:52]2[CH:58]=1)=[O:48])[CH3:45]. Product: [CH2:44]([O:46][C:47]([C:49]1[N:50]=[C:51]2[CH:56]=[CH:55][C:54]([O:10][CH2:9][CH2:8][O:7][CH:2]3[CH2:3][CH2:4][CH2:5][CH2:6][O:1]3)=[CH:53][N:52]2[CH:58]=1)=[O:48])[CH3:45]. The catalyst class is: 1. (3) Reactant: C(=O)([O-])[O-].[K+].[K+].C(C1C=C(C(C)C)C=C(C(C)C)C=1S(O[CH2:26][C@H:27]([OH:63])[CH2:28][CH2:29][C@@H:30]1[C@H:34]2[CH2:35][C:36]3[C:41]([CH2:42][C@H:33]2[CH2:32][C@H:31]1[O:45][Si:46]([C:59]([CH3:62])([CH3:61])[CH3:60])([C:53]1[CH:58]=[CH:57][CH:56]=[CH:55][CH:54]=1)[C:47]1[CH:52]=[CH:51][CH:50]=[CH:49][CH:48]=1)=[C:40]([O:43][CH3:44])[CH:39]=[CH:38][CH:37]=3)(=O)=O)(C)C.C(OCC)(=O)C.CCCCCCC. Product: [C:59]([Si:46]([O:45][C@H:31]1[C@H:30]([CH2:29][CH2:28][C@@H:27]2[CH2:26][O:63]2)[C@H:34]2[CH2:35][C:36]3[C:41]([CH2:42][C@H:33]2[CH2:32]1)=[C:40]([O:43][CH3:44])[CH:39]=[CH:38][CH:37]=3)([C:53]1[CH:58]=[CH:57][CH:56]=[CH:55][CH:54]=1)[C:47]1[CH:52]=[CH:51][CH:50]=[CH:49][CH:48]=1)([CH3:60])([CH3:61])[CH3:62]. The catalyst class is: 5. (4) Reactant: [Cl:1][C:2]1[O:25][C:5]2=[C:6]([N:10]([C:18]([O:20][C:21]([CH3:24])([CH3:23])[CH3:22])=[O:19])[C:11]([O:13][C:14]([CH3:17])([CH3:16])[CH3:15])=[O:12])[N:7]=[CH:8][CH:9]=[C:4]2[CH:3]=1.[Li+].[CH3:27]C([N-]C(C)C)C.CI. Product: [Cl:1][C:2]1[O:25][C:5]2=[C:6]([N:10]([C:18]([O:20][C:21]([CH3:24])([CH3:23])[CH3:22])=[O:19])[C:11]([O:13][C:14]([CH3:17])([CH3:16])[CH3:15])=[O:12])[N:7]=[CH:8][CH:9]=[C:4]2[C:3]=1[CH3:27]. The catalyst class is: 1. (5) Reactant: CC([O-])(C)C.[K+].[O:7]([CH2:14][C:15]([NH:17][CH3:18])=[O:16])[C:8]1[CH:13]=[CH:12][CH:11]=[CH:10][CH:9]=1.[CH2:19]([O:23][C:24](=[O:34])[C:25]1[CH:30]=[CH:29][C:28]([N:31]=[C:32]=[S:33])=[CH:27][CH:26]=1)[CH2:20][CH2:21][CH3:22]. Product: [CH2:19]([O:23][C:24](=[O:34])[C:25]1[CH:26]=[CH:27][C:28]([NH:31][C:32]([N:17]([CH3:18])[C:15](=[O:16])[CH2:14][O:7][C:8]2[CH:9]=[CH:10][CH:11]=[CH:12][CH:13]=2)=[S:33])=[CH:29][CH:30]=1)[CH2:20][CH2:21][CH3:22]. The catalyst class is: 1. (6) Reactant: [Cl:1][C:2]1[CH:7]=[C:6](Cl)[N:5]=[C:4]([CH3:9])[N:3]=1.[NH2:10][NH2:11].C(=O)([O-])[O-].[K+].[K+]. Product: [Cl:1][C:2]1[CH:7]=[C:6]([NH:10][NH2:11])[N:5]=[C:4]([CH3:9])[N:3]=1. The catalyst class is: 1.